From a dataset of Reaction yield outcomes from USPTO patents with 853,638 reactions. Predict the reaction yield, written as a fraction of the theoretical maximum amount of product (1.0 means a 100% yield; for example, 0.34 means a 34% yield). (1) The product is [Br:12][C:5]1[C:4]([F:9])=[CH:3][C:2]([Cl:1])=[CH:7][N:6]=1. The reactants are [Cl:1][C:2]1[CH:3]=[C:4]([F:9])[C:5](O)=[N:6][CH:7]=1.P(Br)(Br)([Br:12])=O. The yield is 0.740. The catalyst is CN(C=O)C. (2) The reactants are Cl[C:2]1[N:7]=[N:6][C:5]([N:8]([CH2:16][C:17]2([C:21]3[C:26]([F:27])=[CH:25][CH:24]=[CH:23][N:22]=3)[CH2:20][CH2:19][CH2:18]2)[C:9](=[O:15])[O:10][C:11]([CH3:14])([CH3:13])[CH3:12])=[CH:4][CH:3]=1.O1CCO[CH2:30][CH2:29]1.C([O-])([O-])=O.[K+].[K+]. The product is [F:27][C:26]1[C:21]([C:17]2([CH2:16][N:8]([C:5]3[N:6]=[N:7][C:2]([CH:29]=[CH2:30])=[CH:3][CH:4]=3)[C:9](=[O:15])[O:10][C:11]([CH3:14])([CH3:13])[CH3:12])[CH2:20][CH2:19][CH2:18]2)=[N:22][CH:23]=[CH:24][CH:25]=1. The catalyst is CCOC(C)=O.C1C=CC([P]([Pd]([P](C2C=CC=CC=2)(C2C=CC=CC=2)C2C=CC=CC=2)([P](C2C=CC=CC=2)(C2C=CC=CC=2)C2C=CC=CC=2)[P](C2C=CC=CC=2)(C2C=CC=CC=2)C2C=CC=CC=2)(C2C=CC=CC=2)C2C=CC=CC=2)=CC=1. The yield is 0.860.